From a dataset of Forward reaction prediction with 1.9M reactions from USPTO patents (1976-2016). Predict the product of the given reaction. Given the reactants [CH3:1][N:2]([CH3:37])[CH2:3][CH2:4][N:5]1[CH:9]=[C:8]([C:10]2[CH:36]=[CH:35][C:13]3[N:14]([C:17]4[CH:18]=[C:19]([NH:31]C(=O)C)[CH:20]=[C:21]([C:23]5[CH:28]=[CH:27][C:26]([F:29])=[CH:25][C:24]=5[F:30])[CH:22]=4)[CH:15]=[N:16][C:12]=3[CH:11]=2)[N:7]=[N:6]1.[OH-].[Na+], predict the reaction product. The product is: [CH3:1][N:2]([CH3:37])[CH2:3][CH2:4][N:5]1[CH:9]=[C:8]([C:10]2[CH:36]=[CH:35][C:13]3[N:14]([C:17]4[CH:18]=[C:19]([NH2:31])[CH:20]=[C:21]([C:23]5[CH:28]=[CH:27][C:26]([F:29])=[CH:25][C:24]=5[F:30])[CH:22]=4)[CH:15]=[N:16][C:12]=3[CH:11]=2)[N:7]=[N:6]1.